Dataset: Rat liver microsome stability data. Task: Regression/Classification. Given a drug SMILES string, predict its absorption, distribution, metabolism, or excretion properties. Task type varies by dataset: regression for continuous measurements (e.g., permeability, clearance, half-life) or binary classification for categorical outcomes (e.g., BBB penetration, CYP inhibition). Dataset: rlm. (1) The result is 1 (stable in rat liver microsomes). The molecule is O=S(=O)(Nc1nccs1)c1ccc(NCc2ccc(Cl)cc2O)cc1. (2) The molecule is CCOc1ccccc1C(=O)Nc1ncccc1C(=O)Nc1cccc(S(=O)(=O)C(F)(F)F)c1. The result is 1 (stable in rat liver microsomes).